The task is: Predict the reactants needed to synthesize the given product.. This data is from Full USPTO retrosynthesis dataset with 1.9M reactions from patents (1976-2016). (1) Given the product [OH:43][C@H:40]1[CH2:41][CH2:42][C@H:37]([NH:36][C:16]([C@@H:9]2[CH2:10][C:11](=[N:13][O:14][CH3:15])[CH2:12][N:8]2[C:6]([C:30]2[CH:29]=[CH:28][C:27]([C:22]3[CH:23]=[CH:24][CH:25]=[CH:26][C:21]=3[O:20][CH3:19])=[CH:32][CH:31]=2)=[O:7])=[O:18])[CH2:38][CH2:39]1, predict the reactants needed to synthesize it. The reactants are: C(O[C:6]([N:8]1[CH2:12][C:11](=[N:13][O:14][CH3:15])[CH2:10][C@H:9]1[C:16]([OH:18])=O)=[O:7])(C)(C)C.[CH3:19][O:20][C:21]1[CH:26]=[CH:25][CH:24]=[CH:23][C:22]=1[C:27]1[CH:32]=[CH:31][C:30](C(O)=O)=[CH:29][CH:28]=1.[NH2:36][C@H:37]1[CH2:42][CH2:41][C@H:40]([OH:43])[CH2:39][CH2:38]1. (2) Given the product [ClH:2].[Cl:2][C:3]1[CH:23]=[CH:22][C:6]([C:7]([N:9]([C:13]2[CH:18]=[CH:17][C:16]([O:19][CH3:20])=[C:15]([F:21])[CH:14]=2)[NH2:10])=[O:8])=[CH:5][CH:4]=1, predict the reactants needed to synthesize it. The reactants are: Cl.[Cl:2][C:3]1[CH:23]=[CH:22][C:6]([C:7]([N:9]([C:13]2[CH:18]=[CH:17][C:16]([O:19][CH3:20])=[C:15]([F:21])[CH:14]=2)[N:10]=CC)=[O:8])=[CH:5][CH:4]=1. (3) Given the product [C:1]([C:5]1[C:10]([C:11]([OH:13])=[O:12])=[CH:9][C:8]([C:14]([OH:16])=[O:15])=[C:7]([C:17]([CH3:20])([CH3:19])[CH3:18])[C:6]=1[CH2:21][NH:25][CH2:23][CH3:24])([CH3:4])([CH3:3])[CH3:2], predict the reactants needed to synthesize it. The reactants are: [C:1]([C:5]1[C:10]([C:11]([OH:13])=[O:12])=[CH:9][C:8]([C:14]([OH:16])=[O:15])=[C:7]([C:17]([CH3:20])([CH3:19])[CH3:18])[C:6]=1[CH2:21]Br)([CH3:4])([CH3:3])[CH3:2].[CH2:23]([NH2:25])[CH3:24].O.C(OCC)(=O)C.